Predict the reactants needed to synthesize the given product. From a dataset of Full USPTO retrosynthesis dataset with 1.9M reactions from patents (1976-2016). (1) Given the product [CH2:16]([O:23][C@@H:24]1[CH2:25][C@H:26]([C:28]2[N:29]([C:9]([O:11][C:12]([CH3:13])([CH3:14])[CH3:15])=[O:10])[C:30]3[CH:36]=[CH:35][CH:34]=[CH:33][C:31]=3[N:32]=2)[CH2:27]1)[C:17]1[CH:18]=[CH:19][CH:20]=[CH:21][CH:22]=1.[CH2:16]([O:23][C@H:24]1[CH2:25][C@H:26]([C:28]2[N:29]([C:6]([O:5][C:1]([CH3:4])([CH3:3])[CH3:2])=[O:7])[C:30]3[CH:36]=[CH:35][CH:34]=[CH:33][C:31]=3[N:32]=2)[CH2:27]1)[C:17]1[CH:18]=[CH:19][CH:20]=[CH:21][CH:22]=1, predict the reactants needed to synthesize it. The reactants are: [C:1]([O:5][C:6](O[C:9]([O:11][C:12]([CH3:15])([CH3:14])[CH3:13])=[O:10])=[O:7])([CH3:4])([CH3:3])[CH3:2].[CH2:16]([O:23][CH:24]1[CH2:27][CH:26]([C:28]2[NH:32][C:31]3[CH:33]=[CH:34][CH:35]=[CH:36][C:30]=3[N:29]=2)[CH2:25]1)[C:17]1[CH:22]=[CH:21][CH:20]=[CH:19][CH:18]=1.C(N(CC)CC)C.O. (2) The reactants are: [CH:1]1([C:4]2[CH:5]=[N:6][C:7]([NH:17][C:18]3[CH:26]=[CH:25][CH:24]=[C:23]4[C:19]=3[CH:20]=[CH:21][N:22]4[CH2:27][CH:28]3[CH2:33][CH2:32][CH2:31][CH2:30][O:29]3)=[C:8]([CH:16]=2)[C:9]([O:11]C(C)(C)C)=[O:10])[CH2:3][CH2:2]1. Given the product [CH:1]1([C:4]2[CH:5]=[N:6][C:7]([NH:17][C:18]3[CH:26]=[CH:25][CH:24]=[C:23]4[C:19]=3[CH:20]=[CH:21][N:22]4[CH2:27][CH:28]3[CH2:33][CH2:32][CH2:31][CH2:30][O:29]3)=[C:8]([CH:16]=2)[C:9]([OH:11])=[O:10])[CH2:2][CH2:3]1, predict the reactants needed to synthesize it. (3) Given the product [CH3:22][O:21][C:18]1[CH:19]=[CH:20][C:15]([CH2:14][CH2:13][N:10]2[CH2:11][CH2:12][N:7]([C:5]3[S:4][N:3]=[C:2]([C:28]4[CH:29]=[CH:30][C:25]([C:23]#[N:24])=[CH:26][CH:27]=4)[N:6]=3)[CH2:8][CH2:9]2)=[CH:16][CH:17]=1, predict the reactants needed to synthesize it. The reactants are: Cl[C:2]1[N:6]=[C:5]([N:7]2[CH2:12][CH2:11][N:10]([CH2:13][CH2:14][C:15]3[CH:20]=[CH:19][C:18]([O:21][CH3:22])=[CH:17][CH:16]=3)[CH2:9][CH2:8]2)[S:4][N:3]=1.[C:23]([C:25]1[CH:30]=[CH:29][C:28](B(O)O)=[CH:27][CH:26]=1)#[N:24].C([O-])([O-])=O.[Na+].[Na+].O. (4) Given the product [CH3:38][O:39][CH:40]1[CH2:45][CH2:44][N:43]([CH2:1][C:3]2[CH:4]=[CH:5][C:6]([C:9]#[C:10][C:11]3[CH:12]=[CH:13][C:14]([C:15]([N:17]([CH3:34])[C@:18]([CH3:33])([C:23]([NH:25][O:26][CH:27]4[CH2:32][CH2:31][CH2:30][CH2:29][O:28]4)=[O:24])[C:19]([NH:21][CH3:22])=[O:20])=[O:16])=[CH:35][CH:36]=3)=[CH:7][CH:8]=2)[CH2:42][CH2:41]1, predict the reactants needed to synthesize it. The reactants are: [CH:1]([C:3]1[CH:8]=[CH:7][C:6]([C:9]#[C:10][C:11]2[CH:36]=[CH:35][C:14]([C:15]([N:17]([CH3:34])[C@:18]([CH3:33])([C:23]([NH:25][O:26][CH:27]3[CH2:32][CH2:31][CH2:30][CH2:29][O:28]3)=[O:24])[C:19]([NH:21][CH3:22])=[O:20])=[O:16])=[CH:13][CH:12]=2)=[CH:5][CH:4]=1)=O.Cl.[CH3:38][O:39][CH:40]1[CH2:45][CH2:44][NH:43][CH2:42][CH2:41]1. (5) Given the product [CH3:1][C:2]1[N:7]=[C:6]2[C:8](=[O:10])[O:13][C:11](=[O:12])[C:5]2=[CH:4][CH:3]=1, predict the reactants needed to synthesize it. The reactants are: [CH3:1][C:2]1[N:7]=[C:6]([C:8]([OH:10])=O)[C:5]([C:11]([OH:13])=[O:12])=[CH:4][CH:3]=1.C(OC(=O)C)(=O)C. (6) Given the product [CH:1]1([C:6]2[NH:11][C:10](=[O:12])[C:9]3=[C:13]([CH2:14][CH3:15])[N:16]=[C:17]([CH:19]4[CH2:23][CH2:22][CH2:21][CH2:20]4)[N:8]3[N:7]=2)[CH2:5][CH2:4][CH2:3][CH2:2]1, predict the reactants needed to synthesize it. The reactants are: [CH:1]1([C:6]2[NH:11][C:10](=[O:12])[C:9]([CH:13]([NH:16][C:17]([CH:19]3[CH2:23][CH2:22][CH2:21][CH2:20]3)=O)[CH2:14][CH3:15])=[N:8][N:7]=2)[CH2:5][CH2:4][CH2:3][CH2:2]1.P(Cl)(Cl)(Cl)=O.